This data is from Forward reaction prediction with 1.9M reactions from USPTO patents (1976-2016). The task is: Predict the product of the given reaction. Given the reactants [CH2:1]([N:5]([S:15]([C:18]1[CH:23]=[CH:22][C:21]([N+:24]([O-:26])=[O:25])=[CH:20][CH:19]=1)(=[O:17])=[O:16])[C@H:6]([C:12]([OH:14])=[O:13])[CH2:7][CH2:8][CH2:9][CH2:10][NH2:11])[CH:2]([CH3:4])[CH3:3].[N+:27]([C:30]1[CH:40]=[CH:39][C:33]([CH:34]=[CH:35][C:36](O)=[O:37])=[CH:32][CH:31]=1)([O-:29])=[O:28], predict the reaction product. The product is: [CH2:1]([N:5]([S:15]([C:18]1[CH:23]=[CH:22][C:21]([N+:24]([O-:26])=[O:25])=[CH:20][CH:19]=1)(=[O:17])=[O:16])[C@H:6]([C:12]([OH:14])=[O:13])[CH2:7][CH2:8][CH2:9][CH2:10][NH:11][C:36](=[O:37])[CH:35]=[CH:34][C:33]1[CH:32]=[CH:31][C:30]([N+:27]([O-:29])=[O:28])=[CH:40][CH:39]=1)[CH:2]([CH3:4])[CH3:3].